From a dataset of Reaction yield outcomes from USPTO patents with 853,638 reactions. Predict the reaction yield, written as a fraction of the theoretical maximum amount of product (1.0 means a 100% yield; for example, 0.34 means a 34% yield). (1) The reactants are [O:1]=[C:2]([NH:8][C:9]1[CH:14]=[CH:13][CH:12]=[C:11]([C:15]([F:18])([F:17])[F:16])[CH:10]=1)[C:3]([O:5]CC)=O.[NH2:19][CH2:20][CH:21]([OH:23])[CH3:22]. The yield is 0.877. The product is [OH:23][CH:21]([CH3:22])[CH2:20][NH:19][C:3](=[O:5])[C:2]([NH:8][C:9]1[CH:14]=[CH:13][CH:12]=[C:11]([C:15]([F:16])([F:17])[F:18])[CH:10]=1)=[O:1]. The catalyst is C(O)C. (2) The reactants are [CH3:1][O:2][C:3](=[O:32])[NH:4][CH:5]([C:9]([N:11]1[CH2:15][CH2:14][CH2:13][CH:12]1[C:16]1[NH:17][C:18]([C:21]2[CH:30]=[CH:29][C:28]3[C:23](=[CH:24][CH:25]=[C:26](Br)[CH:27]=3)[CH:22]=2)=[CH:19][N:20]=1)=[O:10])[CH:6]([CH3:8])[CH3:7].[CH3:33][O:34][C:35](=[O:72])[NH:36][CH:37]([C:41]([N:43]1[CH2:47][CH2:46][CH2:45][CH:44]1[C:48]1[NH:49][C:50]([C:53]2[CH:62]=[CH:61][C:60]3[C:55](=[CH:56][CH:57]=[C:58](B4OC(C)(C)C(C)(C)O4)[CH:59]=3)[CH:54]=2)=[CH:51][N:52]=1)=[O:42])[CH:38]([CH3:40])[CH3:39].C([O-])(O)=O.[Na+]. The catalyst is COCCOC.O. The product is [CH3:1][O:2][C:3](=[O:32])[NH:4][CH:5]([C:9]([N:11]1[CH2:15][CH2:14][CH2:13][CH:12]1[C:16]1[NH:17][C:18]([C:21]2[CH:22]=[C:23]3[C:28](=[CH:29][CH:30]=2)[CH:27]=[C:26]([C:58]2[CH:57]=[CH:56][C:55]4[C:60](=[CH:61][CH:62]=[C:53]([C:50]5[NH:49][C:48]([CH:44]6[CH2:45][CH2:46][CH2:47][N:43]6[C:41](=[O:42])[CH:37]([NH:36][C:35]([O:34][CH3:33])=[O:72])[CH:38]([CH3:40])[CH3:39])=[N:52][CH:51]=5)[CH:54]=4)[CH:59]=2)[CH:25]=[CH:24]3)=[CH:19][N:20]=1)=[O:10])[CH:6]([CH3:8])[CH3:7]. The yield is 0.160. (3) The catalyst is O. The reactants are [CH:1]([C:3]1[CH:8]=[CH:7][CH:6]=[C:5]([C:9]([F:12])([F:11])[F:10])[C:4]=1NC(=O)OC(C)(C)C)=O.[C:21]([O:29][CH2:30][CH3:31])(=[O:28])[CH2:22][C:23]([O:25][CH2:26][CH3:27])=[O:24].N1[CH2:37][CH2:36][CH2:35]CC1.[C:38]([OH:46])(=[O:45])C1C=CC=CC=1.[CH:47]1C=CC=CC=1. The yield is 0.960. The product is [C:36]([O:46][C:38]([C:4]1[C:5]([C:9]([F:10])([F:11])[F:12])=[CH:6][CH:7]=[CH:8][C:3]=1[CH:1]=[C:22]([C:23]([O:25][CH2:26][CH3:27])=[O:24])[C:21]([O:29][CH2:30][CH3:31])=[O:28])=[O:45])([CH3:35])([CH3:37])[CH3:47]. (4) The reactants are [CH3:1][C:2]1([CH3:28])[O:6][C@@H:5]([CH2:7][O:8][C:9]2[CH:14]=[CH:13][CH:12]=[CH:11][C:10]=2[C:15]2[CH:16]=[CH:17][C:18]3[N:19]([C:21]([C:25]([OH:27])=[O:26])=[C:22]([CH3:24])[N:23]=3)[N:20]=2)[CH2:4][O:3]1.C(N=C=NCCCN(C)C)C.[N+:40]([C:43]1[CH:48]=[CH:47][C:46](O)=[CH:45][CH:44]=1)([O-:42])=[O:41].C(=O)([O-])[O-].[Na+].[Na+]. The catalyst is CN(C)C1C=CN=CC=1.CN(C=O)C. The product is [CH3:1][C:2]1([CH3:28])[O:6][C@@H:5]([CH2:7][O:8][C:9]2[CH:14]=[CH:13][CH:12]=[CH:11][C:10]=2[C:15]2[CH:16]=[CH:17][C:18]3[N:19]([C:21]([C:25]([O:27][C:46]4[CH:47]=[CH:48][C:43]([N+:40]([O-:42])=[O:41])=[CH:44][CH:45]=4)=[O:26])=[C:22]([CH3:24])[N:23]=3)[N:20]=2)[CH2:4][O:3]1. The yield is 0.140. (5) The reactants are [CH:1]1([C:4]2[CH:5]=[C:6]([NH2:9])[NH:7][N:8]=2)[CH2:3][CH2:2]1.Cl[C:11]1[C:16]([N+:17]([O-:19])=[O:18])=[CH:15][CH:14]=[C:13]([Cl:20])[N:12]=1.[C:21](=[O:24])([O-])[O-:22].[K+].[K+]. The catalyst is C(#N)C. The product is [C:21]([O:22][CH2:5][CH3:6])(=[O:24])[CH3:11].[CH3:3][CH2:2][CH2:1][CH2:4][CH2:5][CH3:6].[Cl:20][C:13]1[N:12]=[C:11]([NH:9][C:6]2[NH:7][N:8]=[C:4]([CH:1]3[CH2:3][CH2:2]3)[CH:5]=2)[C:16]([N+:17]([O-:19])=[O:18])=[CH:15][CH:14]=1. The yield is 0.177.